This data is from Catalyst prediction with 721,799 reactions and 888 catalyst types from USPTO. The task is: Predict which catalyst facilitates the given reaction. (1) Reactant: [CH3:1][O:2][C:3]1[CH:8]=[CH:7][C:6]([C:9]2[C:17]3[O:16][CH:15]=[CH:14][C:13]=3[CH:12]=[C:11]([CH3:18])[CH:10]=2)=[CH:5][CH:4]=1.C1C(=O)N(Br)C(=[O:22])C1.OP([O-])([O-])=O.[K+].[K+]. Product: [CH3:1][O:2][C:3]1[CH:4]=[CH:5][C:6]([C:9]2[C:17]3[O:16][CH:15]=[CH:14][C:13]=3[CH:12]=[C:11]([CH:18]=[O:22])[CH:10]=2)=[CH:7][CH:8]=1. The catalyst class is: 855. (2) Reactant: [NH2:1][CH2:2][C@@H:3]1[CH2:8][CH2:7][CH2:6][N:5]([CH2:9][CH2:10][N:11]2[C:20]3[C:15](=[N:16][CH:17]=[C:18]([O:21][CH3:22])[CH:19]=3)[CH:14]=[CH:13][C:12]2=[O:23])[CH2:4]1.[Cl:24][C:25]1[C:34]([CH:35]=O)=[N:33][C:32]2[NH:31][C:30](=[O:37])[CH2:29][O:28][C:27]=2[CH:26]=1.S([O-])([O-])(=O)=O.[Na+].[Na+].[BH-](OC(C)=O)(OC(C)=O)OC(C)=O.[Na+]. Product: [Cl:24][C:25]1[C:34]([CH2:35][NH:1][CH2:2][C@@H:3]2[CH2:8][CH2:7][CH2:6][N:5]([CH2:9][CH2:10][N:11]3[C:20]4[C:15](=[N:16][CH:17]=[C:18]([O:21][CH3:22])[CH:19]=4)[CH:14]=[CH:13][C:12]3=[O:23])[CH2:4]2)=[N:33][C:32]2[NH:31][C:30](=[O:37])[CH2:29][O:28][C:27]=2[CH:26]=1. The catalyst class is: 100. (3) Reactant: [N:1]1([C:10]([O:12][C:13]([CH3:16])([CH3:15])[CH3:14])=[O:11])[C@H:9]2[C@H:4]([NH:5][CH2:6][CH2:7][CH2:8]2)[CH2:3][CH2:2]1.[Cl:17][C:18]1[C:19]([C:25]#[N:26])=[N:20][CH:21]=[C:22](Cl)[N:23]=1.CCN(C(C)C)C(C)C. Product: [Cl:17][C:18]1[N:23]=[C:22]([N:5]2[CH2:6][CH2:7][CH2:8][C@H:9]3[N:1]([C:10]([O:12][C:13]([CH3:16])([CH3:15])[CH3:14])=[O:11])[CH2:2][CH2:3][C@@H:4]23)[CH:21]=[N:20][C:19]=1[C:25]#[N:26]. The catalyst class is: 31. (4) Reactant: [OH:1]O.[CH:3]1([C:6]2[C:14]3[C:9](=[CH:10][C:11]([C:15]([N:17]4[CH2:22][CH2:21][O:20][CH2:19][CH2:18]4)=[O:16])=[CH:12][CH:13]=3)[N:8]([C:23]3[N:28]=[CH:27][C:26]([C:29]4[CH:34]=[C:33]([S:35][CH3:36])[CH:32]=[CH:31][C:30]=4[F:37])=[CH:25][N:24]=3)[N:7]=2)[CH2:5][CH2:4]1. Product: [CH:3]1([C:6]2[C:14]3[C:9](=[CH:10][C:11]([C:15]([N:17]4[CH2:22][CH2:21][O:20][CH2:19][CH2:18]4)=[O:16])=[CH:12][CH:13]=3)[N:8]([C:23]3[N:28]=[CH:27][C:26]([C:29]4[CH:34]=[C:33]([S:35]([CH3:36])=[O:1])[CH:32]=[CH:31][C:30]=4[F:37])=[CH:25][N:24]=3)[N:7]=2)[CH2:4][CH2:5]1. The catalyst class is: 676. (5) Product: [Cl:12][C:8]1[C:3]([OH:2])=[N:4][CH:5]=[C:6]([N+:9]([O-:11])=[O:10])[CH:7]=1. Reactant: Cl.[OH:2][C:3]1[CH:8]=[CH:7][C:6]([N+:9]([O-:11])=[O:10])=[CH:5][N:4]=1.[Cl:12]([O-])(=O)=O.[K+]. The catalyst class is: 6. (6) Reactant: C([O:4][C:5]1[C:14]2[CH:13]=[CH:12][N:11]3[C:15]([CH3:19])=[C:16]([CH3:18])[N:17]=[C:10]3[C:9]=2[N:8]([C:20](=[O:22])[CH3:21])[C@H:7]([C:23]2[CH:28]=[CH:27][CH:26]=[CH:25][CH:24]=2)[CH:6]=1)(=O)C.[Mn]([O-])(=O)(=O)=[O:30].[K+].S([O-])(O)=O.[Na+]. The catalyst class is: 95. Product: [C:20]([N:8]1[C:9]2[C:10]3=[N:17][C:16]([CH3:18])=[C:15]([CH3:19])[N:11]3[CH:12]=[CH:13][C:14]=2[C:5](=[O:4])[C@H:6]([OH:30])[C@H:7]1[C:23]1[CH:24]=[CH:25][CH:26]=[CH:27][CH:28]=1)(=[O:22])[CH3:21]. (7) Reactant: [O:1]=[C:2]1[NH:6][CH2:5][C@@H:4]([C:7]([O:9]CC2C=CC=CC=2)=[O:8])[N:3]1C(OCC1C=CC=CC=1)=O.[CH3:27]O. Product: [CH3:27][N:6]1[CH2:5][C@@H:4]([C:7]([OH:9])=[O:8])[NH:3][C:2]1=[O:1]. The catalyst class is: 45. (8) Reactant: [NH2:1][C:2]1[N:3]=[CH:4][C:5]([C:17]2[CH:22]=[CH:21][C:20]([C:23]([N:25]3[CH2:30][CH2:29][N:28]([CH3:31])[CH2:27][CH2:26]3)=[O:24])=[CH:19][CH:18]=2)=[N:6][C:7]=1[C:8]1[O:9][C:10]2[CH:15]=[CH:14][N:13]=[CH:12][C:11]=2[N:16]=1.C1C=C(Cl)C=C(C(OO)=[O:40])C=1. Product: [NH2:1][C:2]1[N:3]=[CH:4][C:5]([C:17]2[CH:18]=[CH:19][C:20]([C:23]([N:25]3[CH2:30][CH2:29][N+:28]([O-:40])([CH3:31])[CH2:27][CH2:26]3)=[O:24])=[CH:21][CH:22]=2)=[N:6][C:7]=1[C:8]1[O:9][C:10]2[CH:15]=[CH:14][N:13]=[CH:12][C:11]=2[N:16]=1. The catalyst class is: 4.